Dataset: Full USPTO retrosynthesis dataset with 1.9M reactions from patents (1976-2016). Task: Predict the reactants needed to synthesize the given product. Given the product [CH:75]1([C:59]2[C:58]3[CH:57]=[CH:56][C:55]([C:52]([OH:54])=[O:53])=[CH:74][C:73]=3[N:61]3[CH2:62][CH2:63][N:64]([C:9](=[O:11])[CH2:8][N:5]4[CH2:4][CH2:3][N:2]([CH3:1])[CH2:7][CH2:6]4)[CH2:65][C:66]4[CH:71]=[C:70]([F:72])[CH:69]=[CH:68][C:67]=4[C:60]=23)[CH2:76][CH2:77][CH2:78][CH2:79][CH2:80]1, predict the reactants needed to synthesize it. The reactants are: [CH3:1][N:2]1[CH2:7][CH2:6][N:5]([CH2:8][C:9]([OH:11])=O)[CH2:4][CH2:3]1.CCN(C(C)C)C(C)C.CN(C(ON1N=NC2C=CC=NC1=2)=[N+](C)C)C.F[P-](F)(F)(F)(F)F.FC(F)(F)C([O-])=O.[C:52]([C:55]1[CH:56]=[CH:57][C:58]2[C:59]([CH:75]3[CH2:80][CH2:79][CH2:78][CH2:77][CH2:76]3)=[C:60]3[C:67]4[CH:68]=[CH:69][C:70]([F:72])=[CH:71][C:66]=4[CH2:65][NH2+:64][CH2:63][CH2:62][N:61]3[C:73]=2[CH:74]=1)([OH:54])=[O:53].